Dataset: Full USPTO retrosynthesis dataset with 1.9M reactions from patents (1976-2016). Task: Predict the reactants needed to synthesize the given product. Given the product [CH3:29][O:30][C:31]1[CH:32]=[C:33](/[CH:43]=[CH:44]/[C:45]([NH:21][N:22]2[CH2:27][CH2:26][CH2:25][CH2:24][C:23]2=[O:28])=[O:46])[CH:34]=[CH:35][C:36]=1[N:37]1[CH:41]=[C:40]([CH3:42])[N:39]=[CH:38]1, predict the reactants needed to synthesize it. The reactants are: C(N(C(C)C)CC)(C)C.C1C=CC2N(O)N=NC=2C=1.Cl.[NH2:21][N:22]1[CH2:27][CH2:26][CH2:25][CH2:24][C:23]1=[O:28].[CH3:29][O:30][C:31]1[CH:32]=[C:33](/[CH:43]=[CH:44]/[C:45](O)=[O:46])[CH:34]=[CH:35][C:36]=1[N:37]1[CH:41]=[C:40]([CH3:42])[N:39]=[CH:38]1.